Task: Predict the reactants needed to synthesize the given product.. Dataset: Full USPTO retrosynthesis dataset with 1.9M reactions from patents (1976-2016) Given the product [O:18]=[C:19]1[CH2:20][CH2:21][C:10]([NH:9][C:7]([C:1]2[CH:2]=[CH:3][CH:4]=[CH:5][CH:6]=2)=[O:8])([C:11]([O:13][CH3:14])=[O:12])[CH2:15][CH2:22]1, predict the reactants needed to synthesize it. The reactants are: [C:1]1([C:7]([NH:9][C:10](=[CH2:15])[C:11]([O:13][CH3:14])=[O:12])=[O:8])[CH:6]=[CH:5][CH:4]=[CH:3][CH:2]=1.C[Si](C)(C)[O:18][C:19](=[CH2:22])[CH:20]=[CH2:21].